Dataset: Reaction yield outcomes from USPTO patents with 853,638 reactions. Task: Predict the reaction yield, written as a fraction of the theoretical maximum amount of product (1.0 means a 100% yield; for example, 0.34 means a 34% yield). (1) The catalyst is Cl[Pd](Cl)([P](C1C=CC=CC=1)(C1C=CC=CC=1)C1C=CC=CC=1)[P](C1C=CC=CC=1)(C1C=CC=CC=1)C1C=CC=CC=1. The reactants are [CH2:1]([OH:4])[C:2]#[CH:3].[CH:5]([C:9]1[CH:14]=[CH:13][C:12]([N:15]2C(=O)C3[C:18](=[CH:19][CH:20]=[CH:21]C=3)[N:17]=[C:16]2[C:26]2[CH:31]=[CH:30][C:29]([NH:32][C:33](=O)[C:34](F)(F)F)=[C:28](I)[CH:27]=2)=[CH:11][CH:10]=1)([CH2:7][CH3:8])[CH3:6].CN([CH:43]=[O:44])C. The product is [CH:5]([C:9]1[CH:10]=[CH:11][C:12]([N:15]2[C:1](=[O:4])[C:2]3[C:18](=[CH:19][CH:20]=[CH:21][CH:3]=3)[N:17]=[C:16]2[C:26]2[CH:27]=[C:28]3[C:29](=[CH:30][CH:31]=2)[NH:32][C:33]([CH2:43][OH:44])=[CH:34]3)=[CH:13][CH:14]=1)([CH2:7][CH3:8])[CH3:6]. The yield is 0.290. (2) The reactants are [CH3:1][C:2]1[N:3]([CH2:18][C:19]([O:21][CH3:22])=[O:20])[C:4]2[C:9]([C:10]=1[C:11]1[CH:16]=[CH:15][C:14](=[O:17])[NH:13][CH:12]=1)=[CH:8][CH:7]=[CH:6][CH:5]=2.C(=O)([O-])[O-].[K+].[K+].CN(C=O)C.Br[CH:35]([CH3:37])[CH3:36]. The catalyst is CCOC(C)=O. The product is [CH:35]([N:13]1[C:14](=[O:17])[CH:15]=[CH:16][C:11]([C:10]2[C:9]3[C:4](=[CH:5][CH:6]=[CH:7][CH:8]=3)[N:3]([CH2:18][C:19]([O:21][CH3:22])=[O:20])[C:2]=2[CH3:1])=[CH:12]1)([CH3:37])[CH3:36]. The yield is 0.630.